From a dataset of Forward reaction prediction with 1.9M reactions from USPTO patents (1976-2016). Predict the product of the given reaction. (1) Given the reactants [OH-:1].[Na+].[F:3][C:4]1[CH:5]=[C:6]2[C:10](=[CH:11][CH:12]=1)C[C:8]([C:13]1[C:22]([N:23]3[C:32]4[C:27](=[CH:28][C:29]([F:33])=[CH:30][CH:31]=4)[CH2:26][CH2:25][CH2:24]3)=[N:21][C:20]3[C:15](=[CH:16][CH:17]=[C:18]([C:34]([O:36]C)=[O:35])[CH:19]=3)[N:14]=1)=[CH:7]2, predict the reaction product. The product is: [F:33][C:29]1[CH:28]=[C:27]2[C:32](=[CH:31][CH:30]=1)[N:23]([C:22]1[C:13]([C:8]3[O:1][C:10]4[CH:11]=[CH:12][C:4]([F:3])=[CH:5][C:6]=4[CH:7]=3)=[N:14][C:15]3[C:20]([N:21]=1)=[CH:19][C:18]([C:34]([OH:36])=[O:35])=[CH:17][CH:16]=3)[CH2:24][CH2:25][CH2:26]2. (2) Given the reactants [Cr](O[Cr]([O-])(=O)=O)([O-])(=O)=O.[NH+:10]1C=CC=C[CH:11]=1.[NH+]1C=CC=CC=1.[Cl:22][C:23]1[S:48][C:26]2[NH:27][C:28]([C:30]([NH:32][CH:33]3[CH2:42][C:41]4[C:36](=[CH:37][CH:38]=[CH:39][CH:40]=4)[N:35]([CH2:43][CH2:44][CH2:45][OH:46])[C:34]3=[O:47])=[O:31])=[CH:29][C:25]=2[CH:24]=1, predict the reaction product. The product is: [Cl:22][C:23]1[S:48][C:26]2[NH:27][C:28]([C:30]([NH:32][CH:33]3[CH2:42][C:41]4[C:36](=[CH:37][CH:38]=[CH:39][CH:40]=4)[N:35]([CH2:43][CH2:44][C:45]([NH:10][CH3:11])=[O:46])[C:34]3=[O:47])=[O:31])=[CH:29][C:25]=2[CH:24]=1. (3) Given the reactants C([C@H:4]1[CH2:7][C@H:6]([N:8]2[C:13](=[O:14])[C:12]([CH2:15][C:16]3[CH:21]=[CH:20][C:19]([C:22]4[C:23]([C:28]#[N:29])=[CH:24][CH:25]=[CH:26][CH:27]=4)=[CH:18][CH:17]=3)=[C:11]([CH2:30][CH2:31][CH3:32])[N:10]3[N:33]=[CH:34][N:35]=[C:9]23)[CH2:5]1)(=O)C.O.OO.FC(F)(F)C(OC(=O)C(F)(F)F)=[O:42].C(=O)([O-])O.[Na+].S([O-])([O-])(=O)=S.[Na+].[Na+], predict the reaction product. The product is: [OH:42][C@H:4]1[CH2:5][C@H:6]([N:8]2[C:13](=[O:14])[C:12]([CH2:15][C:16]3[CH:17]=[CH:18][C:19]([C:22]4[C:23]([C:28]#[N:29])=[CH:24][CH:25]=[CH:26][CH:27]=4)=[CH:20][CH:21]=3)=[C:11]([CH2:30][CH2:31][CH3:32])[N:10]3[N:33]=[CH:34][N:35]=[C:9]23)[CH2:7]1. (4) Given the reactants [CH3:1][O:2][C:3](=[O:12])[CH2:4][N:5]1[CH2:10][CH2:9][CH:8]([OH:11])[CH2:7][CH2:6]1.N1C=CN=C1.[Si:18](Cl)([C:31]([CH3:34])([CH3:33])[CH3:32])([C:25]1[CH:30]=[CH:29][CH:28]=[CH:27][CH:26]=1)[C:19]1[CH:24]=[CH:23][CH:22]=[CH:21][CH:20]=1.C(OCC)C, predict the reaction product. The product is: [CH3:1][O:2][C:3](=[O:12])[CH2:4][N:5]1[CH2:10][CH2:9][CH:8]([O:11][Si:18]([C:31]([CH3:34])([CH3:33])[CH3:32])([C:25]2[CH:26]=[CH:27][CH:28]=[CH:29][CH:30]=2)[C:19]2[CH:24]=[CH:23][CH:22]=[CH:21][CH:20]=2)[CH2:7][CH2:6]1. (5) Given the reactants O[CH:2]([CH:15]1[CH2:18][N:17]([C:19]([O:21][C:22]([CH3:25])([CH3:24])[CH3:23])=[O:20])[CH2:16]1)[CH2:3][C:4]([C:6]1[CH:11]=[CH:10][C:9]([O:12][CH3:13])=[CH:8][C:7]=1[OH:14])=[O:5].FC1C=CC(C(=O)CC2(O)CN(C(OCC3C=CC=CC=3)=O)C2)=C(O)C=1, predict the reaction product. The product is: [CH3:13][O:12][C:9]1[CH:8]=[C:7]2[C:6]([C:4](=[O:5])[CH2:3][CH:2]([CH:15]3[CH2:18][N:17]([C:19]([O:21][C:22]([CH3:25])([CH3:24])[CH3:23])=[O:20])[CH2:16]3)[O:14]2)=[CH:11][CH:10]=1.